This data is from Forward reaction prediction with 1.9M reactions from USPTO patents (1976-2016). The task is: Predict the product of the given reaction. Given the reactants C1(P(C2C=CC=CC=2)C2C=CC=CC=2)C=CC=CC=1.BrN1C(=O)CCC1=O.[Cl:28][C:29]1[CH:30]=[C:31]([C@@H:39]([CH2:43][CH:44]2[CH2:48][CH2:47][CH2:46][CH2:45]2)[C:40]([OH:42])=O)[CH:32]=[CH:33][C:34]=1[S:35]([CH3:38])(=[O:37])=[O:36].Br.[NH2:50][C:51]1[S:52][C:53]([Br:56])=[CH:54][N:55]=1.N1C=CC=CC=1, predict the reaction product. The product is: [Br:56][C:53]1[S:52][C:51]([NH:50][C:40](=[O:42])[C@@H:39]([C:31]2[CH:32]=[CH:33][C:34]([S:35]([CH3:38])(=[O:36])=[O:37])=[C:29]([Cl:28])[CH:30]=2)[CH2:43][CH:44]2[CH2:48][CH2:47][CH2:46][CH2:45]2)=[N:55][CH:54]=1.